From a dataset of Forward reaction prediction with 1.9M reactions from USPTO patents (1976-2016). Predict the product of the given reaction. (1) Given the reactants [NH2:1][C:2]1[S:3][C:4]2[CH:10]=[CH:9][CH:8]=[C:7]([O:11][CH3:12])[C:5]=2[N:6]=1.[CH3:13][C:14]1[S:18][C:17]([C:19](Cl)=[O:20])=[CH:16][CH:15]=1, predict the reaction product. The product is: [CH3:12][O:11][C:7]1[C:5]2[N:6]=[C:2]([NH:1][C:19]([C:17]3[S:18][C:14]([CH3:13])=[CH:15][CH:16]=3)=[O:20])[S:3][C:4]=2[CH:10]=[CH:9][CH:8]=1. (2) Given the reactants [F:1][CH:2]([F:29])[C@H:3]1[CH2:7][N:6](C(OCC2C3C=CC=CC=3C3C2=CC=CC=3)=O)[C@@H:5]2[C@@H:25]([OH:28])[CH2:26][O:27][C@H:4]12.O[C@@H]1[C@H]2N(C(OCC3C4C=CC=CC=4C4C3=CC=CC=4)=O)C[C@@H](C)[C@H]2OC1.[H][H], predict the reaction product. The product is: [F:29][CH:2]([F:1])[C@H:3]1[CH2:7][NH:6][C@@H:5]2[C@@H:25]([OH:28])[CH2:26][O:27][C@H:4]12. (3) Given the reactants [Br:1][C:2]1[S:3][CH:4]=[C:5]([C:7]([OH:9])=O)[N:6]=1.[NH2:10][C@@H:11]([CH3:28])[CH2:12][N:13]1[CH:17]=[CH:16][C:15]([C:18]2[CH:25]=[CH:24][C:21]([C:22]#[N:23])=[C:20]([Cl:26])[C:19]=2[CH3:27])=[N:14]1, predict the reaction product. The product is: [Br:1][C:2]1[S:3][CH:4]=[C:5]([C:7]([NH:10][C@@H:11]([CH3:28])[CH2:12][N:13]2[CH:17]=[CH:16][C:15]([C:18]3[CH:25]=[CH:24][C:21]([C:22]#[N:23])=[C:20]([Cl:26])[C:19]=3[CH3:27])=[N:14]2)=[O:9])[N:6]=1. (4) Given the reactants FC(F)(F)C(O)=O.[CH:8]([C@@H:11]1[CH2:16][C@H:15]([N:17]([CH:19]([CH3:21])[CH3:20])[CH3:18])[CH2:14][CH2:13][C@@H:12]1[NH:22][C:23](=[O:36])[CH2:24][NH:25]C(=O)OCC1C=CC=CC=1)([CH3:10])[CH3:9], predict the reaction product. The product is: [NH2:25][CH2:24][C:23]([NH:22][C@H:12]1[CH2:13][CH2:14][C@@H:15]([N:17]([CH:19]([CH3:20])[CH3:21])[CH3:18])[CH2:16][C@H:11]1[CH:8]([CH3:10])[CH3:9])=[O:36]. (5) Given the reactants [CH:1]1([CH:6]([C:27]2[CH:32]=[CH:31][C:30]([CH:33]=[C:34]([F:36])[F:35])=[CH:29][CH:28]=2)[C:7]([NH:9][C:10]2[CH:11]=[C:12]([CH:24]=[CH:25][CH:26]=2)[CH2:13][C:14]2([C:17]([O:19][C:20]([CH3:23])([CH3:22])[CH3:21])=[O:18])[CH2:16][CH2:15]2)=[O:8])[CH2:5][CH2:4][CH2:3][CH2:2]1, predict the reaction product. The product is: [CH:1]1([CH:6]([C:27]2[CH:32]=[CH:31][C:30]([CH2:33][CH:34]([F:35])[F:36])=[CH:29][CH:28]=2)[C:7]([NH:9][C:10]2[CH:11]=[C:12]([CH:24]=[CH:25][CH:26]=2)[CH2:13][C:14]2([C:17]([O:19][C:20]([CH3:23])([CH3:21])[CH3:22])=[O:18])[CH2:16][CH2:15]2)=[O:8])[CH2:2][CH2:3][CH2:4][CH2:5]1. (6) Given the reactants [F:1][C:2]1[C:15]([NH:16][CH2:17][C:18]2[CH:23]=[C:22]([C:24]3[CH:29]=[CH:28][CH:27]=[C:26]([F:30])[CH:25]=3)[CH:21]=[CH:20][C:19]=2[F:31])=[C:14]([F:32])[C:13]([CH3:33])=[CH:12][C:3]=1[O:4][CH2:5][C:6]([O:8]C(C)C)=[O:7].[Li+].[OH-], predict the reaction product. The product is: [F:1][C:2]1[C:15]([NH:16][CH2:17][C:18]2[CH:23]=[C:22]([C:24]3[CH:29]=[CH:28][CH:27]=[C:26]([F:30])[CH:25]=3)[CH:21]=[CH:20][C:19]=2[F:31])=[C:14]([F:32])[C:13]([CH3:33])=[CH:12][C:3]=1[O:4][CH2:5][C:6]([OH:8])=[O:7].